From a dataset of Catalyst prediction with 721,799 reactions and 888 catalyst types from USPTO. Predict which catalyst facilitates the given reaction. (1) Reactant: C(OC(=O)NC1C=CC(N2C(C)(C)C(=N)N([C:22]3[CH:27]=[CH:26][C:25]([C:28]#[N:29])=[C:24]([C:30]([F:33])([F:32])[F:31])[CH:23]=3)C2=S)=CC=1)(C)(C)C.CO.O. Product: [F:31][C:30]([F:32])([F:33])[C:24]1[CH:23]=[CH:22][CH:27]=[CH:26][C:25]=1[C:28]#[N:29]. The catalyst class is: 33. (2) Reactant: [Cl:1][C:2]1[CH:28]=[CH:27][CH:26]=[C:25]([Cl:29])[C:3]=1[C:4]([C:6]1[N:10]2[CH:11]=[CH:12][CH:13]=[N:14][C:9]2=[C:8]([C:15]2[CH:24]=[CH:23][C:18]([C:19]([O:21]C)=[O:20])=[CH:17][CH:16]=2)[N:7]=1)=[O:5].[Li+].[OH-]. Product: [Cl:29][C:25]1[CH:26]=[CH:27][CH:28]=[C:2]([Cl:1])[C:3]=1[C:4]([C:6]1[N:10]2[CH:11]=[CH:12][CH:13]=[N:14][C:9]2=[C:8]([C:15]2[CH:24]=[CH:23][C:18]([C:19]([OH:21])=[O:20])=[CH:17][CH:16]=2)[N:7]=1)=[O:5]. The catalyst class is: 20. (3) Reactant: [NH2:1][CH:2]([C:7]1[CH:12]=[CH:11][CH:10]=[C:9]([Cl:13])[C:8]=1[Cl:14])[CH2:3][C:4]([OH:6])=[O:5].C(=O)([O-])O.[Na+].[C:20](O[C:20]([O:22][C:23]([CH3:26])([CH3:25])[CH3:24])=[O:21])([O:22][C:23]([CH3:26])([CH3:25])[CH3:24])=[O:21].C(OCC)(=O)C. Product: [C:23]([O:22][C:20]([NH:1][CH:2]([C:7]1[CH:12]=[CH:11][CH:10]=[C:9]([Cl:13])[C:8]=1[Cl:14])[CH2:3][C:4]([OH:6])=[O:5])=[O:21])([CH3:26])([CH3:25])[CH3:24]. The catalyst class is: 12. (4) Reactant: [F:1][C:2]1[CH:13]=[CH:12][C:11]([N+:14]([O-:16])=[O:15])=[CH:10][C:3]=1[C:4]([NH:6][CH2:7][CH2:8][OH:9])=[O:5].CC1C=CC(S(O)(=O)=O)=CC=1.[O:28]1[CH:33]=[CH:32][CH2:31][CH2:30][CH2:29]1. Product: [F:1][C:2]1[CH:13]=[CH:12][C:11]([N+:14]([O-:16])=[O:15])=[CH:10][C:3]=1[C:4]([NH:6][CH2:7][CH2:8][O:9][CH:29]1[CH2:30][CH2:31][CH2:32][CH2:33][O:28]1)=[O:5]. The catalyst class is: 2. (5) Reactant: [CH2:1]([OH:4])[C:2]#[CH:3].[N:5]([CH2:8][C@@H:9]([NH:14][C:15]1[C:20]([F:21])=[CH:19][N:18]=[C:17]([Cl:22])[N:16]=1)[C:10]([CH3:13])([CH3:12])[CH3:11])=[N+:6]=[N-:7]. Product: [Cl:22][C:17]1[N:16]=[C:15]([NH:14][C@@H:9]([C:10]([CH3:12])([CH3:11])[CH3:13])[CH2:8][N:5]2[CH:3]=[C:2]([CH2:1][OH:4])[N:7]=[N:6]2)[C:20]([F:21])=[CH:19][N:18]=1. The catalyst class is: 182.